This data is from Full USPTO retrosynthesis dataset with 1.9M reactions from patents (1976-2016). The task is: Predict the reactants needed to synthesize the given product. (1) Given the product [Br:27][C:26]1[CH:25]=[N:24][N:23]([CH3:28])[C:22]=1[NH:21][C:2]1[CH:7]=[CH:6][C:5]([C:8]2[CH:13]=[CH:12][C:11]([CH2:14][CH2:15][CH2:16][CH2:17][CH2:18][CH2:19][CH3:20])=[CH:10][CH:9]=2)=[CH:4][CH:3]=1, predict the reactants needed to synthesize it. The reactants are: Br[C:2]1[CH:7]=[CH:6][C:5]([C:8]2[CH:13]=[CH:12][C:11]([CH2:14][CH2:15][CH2:16][CH2:17][CH2:18][CH2:19][CH3:20])=[CH:10][CH:9]=2)=[CH:4][CH:3]=1.[NH2:21][C:22]1[N:23]([CH3:28])[N:24]=[CH:25][C:26]=1[Br:27].CC(C)([O-])C.[Na+].C1C=CC(P(C2C(C3C(P(C4C=CC=CC=4)C4C=CC=CC=4)=CC=C4C=3C=CC=C4)=C3C(C=CC=C3)=CC=2)C2C=CC=CC=2)=CC=1. (2) Given the product [CH2:1]([NH:8][C:9]([N:11]1[CH:16]2[C@H:17]([CH3:41])[N:18]([CH2:30][C:31]3[CH:32]=[CH:33][CH:34]=[C:35]4[C:40]=3[N:39]=[CH:38][CH:37]=[CH:36]4)[C:19](=[O:29])[C@H:20]([CH2:21][C:22]3[CH:23]=[CH:24][C:25]([O:28][C:52]([NH:51][CH:54]([CH:65]([CH3:67])[CH3:66])[C:55]([O:57][CH2:58][C:59]4[CH:64]=[CH:63][CH:62]=[CH:61][CH:60]=4)=[O:56])=[O:53])=[CH:26][CH:27]=3)[N:15]2[C:14](=[O:42])[CH2:13][N:12]1[CH3:43])=[O:10])[C:2]1[CH:3]=[CH:4][CH:5]=[CH:6][CH:7]=1, predict the reactants needed to synthesize it. The reactants are: [CH2:1]([NH:8][C:9]([N:11]1[CH:16]2[C@H:17]([CH3:41])[N:18]([CH2:30][C:31]3[CH:32]=[CH:33][CH:34]=[C:35]4[C:40]=3[N:39]=[CH:38][CH:37]=[CH:36]4)[C:19](=[O:29])[C@H:20]([CH2:21][C:22]3[CH:27]=[CH:26][C:25]([OH:28])=[CH:24][CH:23]=3)[N:15]2[C:14](=[O:42])[CH2:13][N:12]1[CH3:43])=[O:10])[C:2]1[CH:7]=[CH:6][CH:5]=[CH:4][CH:3]=1.C(N(CC)CC)C.[N:51]([CH:54]([CH:65]([CH3:67])[CH3:66])[C:55]([O:57][CH2:58][C:59]1[CH:64]=[CH:63][CH:62]=[CH:61][CH:60]=1)=[O:56])=[C:52]=[O:53]. (3) Given the product [CH3:1][C:2]1[N:3]=[C:4]([C@@H:7]2[CH2:11][CH2:10][CH2:9][NH:8]2)[S:5][CH:6]=1, predict the reactants needed to synthesize it. The reactants are: [CH3:1][C:2]1[N:3]=[C:4]([C@H:7]2[CH2:11][CH2:10][CH2:9][NH:8]2)[S:5][CH:6]=1.C(N1CCC[C@H]1C(O)=O)(OCC1C=CC=CC=1)=O.